This data is from Reaction yield outcomes from USPTO patents with 853,638 reactions. The task is: Predict the reaction yield, written as a fraction of the theoretical maximum amount of product (1.0 means a 100% yield; for example, 0.34 means a 34% yield). (1) The yield is 1.00. No catalyst specified. The product is [CH3:10][O:11][CH2:12][CH2:13][N:14]([CH3:15])[C:2]1[CH:9]=[CH:8][CH:7]=[CH:6][C:3]=1[CH:4]=[O:5]. The reactants are F[C:2]1[CH:9]=[CH:8][CH:7]=[CH:6][C:3]=1[CH:4]=[O:5].[CH3:10][O:11][CH2:12][CH2:13][NH:14][CH3:15]. (2) The reactants are [CH2:1]([O:3][C:4]1[CH:9]=[CH:8][CH:7]=[CH:6][C:5]=1[OH:10])[CH3:2].[C:11]1(=O)[O:16][C:14](=[O:15])[C:13]2=[CH:17][CH:18]=[CH:19][CH:20]=[C:12]12. The catalyst is [Cl-].[Zn+2].[Cl-]. The product is [OH:10][C:5]1[CH:6]=[CH:7][C:8]([C:11]2([C:8]3[CH:7]=[CH:6][C:5]([OH:10])=[C:4]([O:3][CH2:1][CH3:2])[CH:9]=3)[C:12]3[C:13](=[CH:17][CH:18]=[CH:19][CH:20]=3)[C:14](=[O:15])[O:16]2)=[CH:9][C:4]=1[O:3][CH2:1][CH3:2]. The yield is 0.850. (3) The reactants are C(OC([CH2:8][CH2:9][NH:10][C:11]1[CH:12]=[C:13]([C:25]([OH:27])=O)[C:14](=[O:24])[N:15]([C:17]2[CH:22]=[CH:21][C:20]([F:23])=[CH:19][CH:18]=2)[CH:16]=1)=O)(C)(C)C.Cl.Cl.[F:30][C:31]1[CH:32]=[C:33]([NH:58]C(NC(=O)CC2C=CC(F)=CC=2)=S)[CH:34]=[CH:35][C:36]=1[O:37][C:38]1[C:43]2=[C:44]([CH3:57])C(OCCN3CCN(C)CC3)=CN2N=CN=1.CN([P+](ON1N=[N:90][C:85]2[CH:86]=CC=CC1=2)(N(C)C)N(C)C)C.F[P-](F)(F)(F)(F)F.C([N:101]([CH2:104]C)CC)C.C[N:107](C=O)C. The catalyst is O. The product is [NH:101]1[C:104]2=[N:90][CH:85]=[CH:86][C:38]([O:37][C:36]3[CH:35]=[CH:34][C:33]([NH:58][C:25]([C:13]4[C:14](=[O:24])[N:15]([C:17]5[CH:18]=[CH:19][C:20]([F:23])=[CH:21][CH:22]=5)[CH:16]=[C:11]([NH:10][CH2:9][CH2:8][NH2:107])[CH:12]=4)=[O:27])=[CH:32][C:31]=3[F:30])=[C:43]2[CH:44]=[CH:57]1. The yield is 0.270. (4) The reactants are [CH3:1][O:2][C:3]1[CH:42]=[C:41]([O:43][CH3:44])[CH:40]=[CH:39][C:4]=1[CH2:5][N:6]([C:33]1[CH:38]=[CH:37][N:36]=[CH:35][N:34]=1)[S:7]([C:10]1[C:11]([F:32])=[CH:12][C:13]([O:20][C@H:21]2[CH2:25][CH2:24][CH2:23][C@@H:22]2[C:26]2[N:30]([CH3:31])[N:29]=[CH:28][CH:27]=2)=[C:14]([CH:19]=1)[C:15]([O:17]C)=O)(=[O:9])=[O:8].[OH-].[Na+].Cl.C[N:49]1CCOCC1.ClC(OCC(C)C)=O.O.N. The catalyst is C1COCC1. The product is [CH3:1][O:2][C:3]1[CH:42]=[C:41]([O:43][CH3:44])[CH:40]=[CH:39][C:4]=1[CH2:5][N:6]([C:33]1[CH:38]=[CH:37][N:36]=[CH:35][N:34]=1)[S:7]([C:10]1[C:11]([F:32])=[CH:12][C:13]([O:20][C@H:21]2[CH2:25][CH2:24][CH2:23][C@@H:22]2[C:26]2[N:30]([CH3:31])[N:29]=[CH:28][CH:27]=2)=[C:14]([CH:19]=1)[C:15]([NH2:49])=[O:17])(=[O:8])=[O:9]. The yield is 0.860.